Dataset: Reaction yield outcomes from USPTO patents with 853,638 reactions. Task: Predict the reaction yield, written as a fraction of the theoretical maximum amount of product (1.0 means a 100% yield; for example, 0.34 means a 34% yield). (1) The reactants are [NH2:1][C:2]1[CH:19]=[CH:18][C:5]([O:6][C:7]2[C:16]3[N:15]=[CH:14][C:13](=[O:17])[NH:12][C:11]=3[N:10]=[CH:9][CH:8]=2)=[CH:4][C:3]=1[F:20].[C:21]([C:25]1[CH:29]=[C:28]([N:30]=[C:31]=[O:32])[N:27]([C:33]2[CH:38]=[CH:37][C:36]([S:39]([CH3:42])(=[O:41])=[O:40])=[CH:35][CH:34]=2)[N:26]=1)([CH3:24])([CH3:23])[CH3:22].C(Cl)Cl. No catalyst specified. The yield is 0.410. The product is [C:21]([C:25]1[CH:29]=[C:28]([NH:30][C:31]([NH:1][C:2]2[CH:19]=[CH:18][C:5]([O:6][C:7]3[C:16]4[N:15]=[CH:14][C:13](=[O:17])[NH:12][C:11]=4[N:10]=[CH:9][CH:8]=3)=[CH:4][C:3]=2[F:20])=[O:32])[N:27]([C:33]2[CH:38]=[CH:37][C:36]([S:39]([CH3:42])(=[O:41])=[O:40])=[CH:35][CH:34]=2)[N:26]=1)([CH3:24])([CH3:22])[CH3:23]. (2) The reactants are Cl[C:2]1[C:3]([O:10][CH3:11])=[CH:4][C:5](=[O:9])[N:6]([CH3:8])[CH:7]=1.[O:12]([C:19]1[CH:24]=[CH:23][CH:22]=[CH:21][C:20]=1B(O)O)[C:13]1[CH:18]=[CH:17][CH:16]=[CH:15][CH:14]=1.C1(P(C2CCCCC2)C2C=CC=CC=2C2C(N(C)C)=CC=CC=2)CCCCC1.[F-].[Cs+]. The catalyst is O1CCOCC1.C([O-])(=O)C.[Pd+2].C([O-])(=O)C. The product is [CH3:11][O:10][C:3]1[C:2]([C:14]2[CH:15]=[CH:16][CH:17]=[CH:18][C:13]=2[O:12][C:19]2[CH:20]=[CH:21][CH:22]=[CH:23][CH:24]=2)=[CH:7][N:6]([CH3:8])[C:5](=[O:9])[CH:4]=1. The yield is 0.480. (3) The reactants are [CH:1]1[N:5]=[CH:4][N:3]([C:6]([N:8]2C=N[CH:10]=[CH:9]2)=[O:7])[CH:2]=1.Cl.N[C@H]1C2[C:18](=[C:19]([C:24]3[S:28][C:27]([C:29]4[CH:30]=[CH:31][C:32]([O:37][CH:38]([CH3:40])[CH3:39])=[C:33]([CH:36]=4)[C:34]#[N:35])=[N:26][N:25]=3)[CH:20]=[CH:21][CH:22]=2)[CH2:17][CH2:16]1.[CH3:41][CH2:42]N(CC)CC.Cl.N1CC(O)[CH2:50]1. The catalyst is C(Cl)Cl. The product is [C:34]([C:33]1[CH:36]=[C:29]([C:27]2[S:28][C:24]([C:19]3[CH:20]=[CH:21][CH:22]=[C:10]4[C:18]=3[CH2:17][CH2:16][C@H:9]4[NH:8][C:6]([N:3]3[CH2:42][CH2:41][C@@H:1]([N:5]([CH3:4])[CH3:50])[CH2:2]3)=[O:7])=[N:25][N:26]=2)[CH:30]=[CH:31][C:32]=1[O:37][CH:38]([CH3:39])[CH3:40])#[N:35]. The yield is 0.620. (4) The reactants are [Br:1][C:2]1[C:10]2[C:5](=[CH:6][CH:7]=[C:8]([C:11]#[N:12])[CH:9]=2)[N:4]([CH:13]2[CH2:18][CH2:17][CH2:16][CH2:15][O:14]2)[N:3]=1.[OH:19]O.[OH-].[Na+].Cl. The catalyst is C(O)C.O. The product is [Br:1][C:2]1[C:10]2[C:5](=[CH:6][CH:7]=[C:8]([C:11]([NH2:12])=[O:19])[CH:9]=2)[N:4]([CH:13]2[CH2:18][CH2:17][CH2:16][CH2:15][O:14]2)[N:3]=1. The yield is 0.970.